Dataset: Full USPTO retrosynthesis dataset with 1.9M reactions from patents (1976-2016). Task: Predict the reactants needed to synthesize the given product. (1) Given the product [Cl:9][C:10]1[CH:11]=[CH:12][C:13]([CH3:22])=[C:14]([N:16]2[C:2](=[O:8])[C:3](=[O:5])[N:19]([CH2:20][CH3:21])[C:17]2=[S:18])[CH:15]=1, predict the reactants needed to synthesize it. The reactants are: Cl[C:2](=[O:8])[C:3]([O:5]CC)=O.[Cl:9][C:10]1[CH:11]=[CH:12][C:13]([CH3:22])=[C:14]([NH:16][C:17]([NH:19][CH2:20][CH3:21])=[S:18])[CH:15]=1. (2) Given the product [C:1]([C:5]1[CH:21]=[CH:20][C:8]([CH2:9][N:10]2[C:18]3[C:13](=[CH:14][C:15]([NH:19][C:33]([NH:32][C:28]4[CH:27]=[C:26]([CH:31]=[CH:30][CH:29]=4)[C:25]([OH:35])=[O:24])=[O:34])=[CH:16][CH:17]=3)[CH:12]=[CH:11]2)=[CH:7][CH:6]=1)([CH3:4])([CH3:2])[CH3:3], predict the reactants needed to synthesize it. The reactants are: [C:1]([C:5]1[CH:21]=[CH:20][C:8]([CH2:9][N:10]2[C:18]3[C:13](=[CH:14][C:15]([NH2:19])=[CH:16][CH:17]=3)[CH:12]=[CH:11]2)=[CH:7][CH:6]=1)([CH3:4])([CH3:3])[CH3:2].C([O:24][C:25](=[O:35])[C:26]1[CH:31]=[CH:30][CH:29]=[C:28]([N:32]=[C:33]=[O:34])[CH:27]=1)C. (3) Given the product [Br:1][C:2]1[CH:9]=[CH:8][C:5]([CH2:6][N:17]2[CH2:22][CH2:21][CH:20]([C:23]#[N:24])[CH2:19][CH2:18]2)=[CH:4][CH:3]=1, predict the reactants needed to synthesize it. The reactants are: [Br:1][C:2]1[CH:9]=[CH:8][C:5]([CH2:6]Br)=[CH:4][CH:3]=1.C(N(CC)CC)C.[NH:17]1[CH2:22][CH2:21][CH:20]([C:23]#[N:24])[CH2:19][CH2:18]1. (4) Given the product [C:17]([O:16][C:14]([N:11]1[CH2:12][CH2:13][C:8]([CH2:7][C:6]2[C:2]([I:1])=[N:3][N:4]([CH:26]([CH3:27])[CH3:28])[CH:5]=2)([C:21]([OH:23])=[O:22])[CH2:9][CH2:10]1)=[O:15])([CH3:20])([CH3:18])[CH3:19], predict the reactants needed to synthesize it. The reactants are: [I:1][C:2]1[C:6]([CH2:7][C:8]2([C:21]([O:23]CC)=[O:22])[CH2:13][CH2:12][N:11]([C:14]([O:16][C:17]([CH3:20])([CH3:19])[CH3:18])=[O:15])[CH2:10][CH2:9]2)=[CH:5][N:4]([CH:26]([CH3:28])[CH3:27])[N:3]=1.[OH-].[Na+]. (5) Given the product [F:3][CH:4]([F:16])[O:5][C:6]1[CH:13]=[CH:12][C:9]([CH2:10][OH:11])=[CH:8][C:7]=1[O:14][CH3:15], predict the reactants needed to synthesize it. The reactants are: [BH4-].[Na+].[F:3][CH:4]([F:16])[O:5][C:6]1[CH:13]=[CH:12][C:9]([CH:10]=[O:11])=[CH:8][C:7]=1[O:14][CH3:15]. (6) Given the product [F:1][C:2]1[C:3]([CH:22]=[O:23])=[CH:4][N:5]([S:13]([C:16]2[CH:17]=[N:18][CH:19]=[CH:20][CH:21]=2)(=[O:15])=[O:14])[C:6]=1[C:7]1[CH:12]=[CH:11][CH:10]=[CH:9][CH:8]=1, predict the reactants needed to synthesize it. The reactants are: [F:1][C:2]1[C:3]([C:22](OC)=[O:23])=[CH:4][N:5]([S:13]([C:16]2[CH:17]=[N:18][CH:19]=[CH:20][CH:21]=2)(=[O:15])=[O:14])[C:6]=1[C:7]1[CH:12]=[CH:11][CH:10]=[CH:9][CH:8]=1.[H-].C([Al+]CC(C)C)C(C)C.O.C(OCC)(=O)C. (7) Given the product [CH:18]([C:17]1[CH:16]=[C:15]2[C:11]([C:12]([CH3:22])=[CH:13][N:14]2[CH3:21])=[CH:10][C:9]=1[OH:8])([CH3:20])[CH3:19], predict the reactants needed to synthesize it. The reactants are: C([O:8][C:9]1[CH:10]=[C:11]2[C:15](=[CH:16][C:17]=1[CH:18]([CH3:20])[CH3:19])[N:14]([CH3:21])[CH:13]=[C:12]2[CH3:22])C1C=CC=CC=1.